Dataset: Forward reaction prediction with 1.9M reactions from USPTO patents (1976-2016). Task: Predict the product of the given reaction. (1) Given the reactants CS(O)(=O)=O.[NH2:6][C:7]1[CH:12]=[CH:11][C:10]([NH:13][C:14]([C:16]2[C:17]([C:22]3[CH:27]=[CH:26][C:25]([CH3:28])=[CH:24][CH:23]=3)=[CH:18][CH:19]=[CH:20][CH:21]=2)=[O:15])=[CH:9][CH:8]=1.[N:29]1[CH:34]=[CH:33][CH:32]=[CH:31][C:30]=1[CH2:35][CH2:36]O, predict the reaction product. The product is: [CH3:28][C:25]1[CH:24]=[CH:23][C:22]([C:17]2[C:16]([C:14]([NH:13][C:10]3[CH:11]=[CH:12][C:7]([NH:6][CH2:36][CH2:35][C:30]4[CH:31]=[CH:32][CH:33]=[CH:34][N:29]=4)=[CH:8][CH:9]=3)=[O:15])=[CH:21][CH:20]=[CH:19][CH:18]=2)=[CH:27][CH:26]=1. (2) Given the reactants C(O)(=O)C(O)=O.C[O:8][C:9](=[O:38])[C:10]1[CH:15]=[CH:14][CH:13]=[N:12][C:11]=1[O:16][C:17]1[CH:22]=[CH:21][C:20]([CH2:23][C@H:24]([NH:27][CH2:28][C@@H:29]([C:31]2[CH:36]=[CH:35][CH:34]=[C:33]([Cl:37])[CH:32]=2)[OH:30])[CH2:25][OH:26])=[CH:19][CH:18]=1.[OH-].[Na+], predict the reaction product. The product is: [Cl:37][C:33]1[CH:32]=[C:31]([C@@H:29]([OH:30])[CH2:28][NH:27][C@H:24]([CH2:25][OH:26])[CH2:23][C:20]2[CH:19]=[CH:18][C:17]([O:16][C:11]3[N:12]=[CH:13][CH:14]=[CH:15][C:10]=3[C:9]([OH:38])=[O:8])=[CH:22][CH:21]=2)[CH:36]=[CH:35][CH:34]=1. (3) Given the reactants [CH:1]1[CH:13]=N/C(=C\NNC(N)=S)/[C:3](=[O:4])[CH:2]=1, predict the reaction product. The product is: [C:3]([O:4][CH2:3][CH2:2][CH2:1][CH3:13])(=[O:4])[CH:2]=[CH2:1]. (4) Given the reactants [C:1]([C:5]1[CH:10]=[CH:9][C:8]([CH2:11][C@@H:12]([NH:42]C(=O)OC(C)(C)C)[C:13]([N:15]2[CH2:20][CH2:19][CH:18]([N:21]3[N:30]=[C:29]([C:31]4[CH:36]=[CH:35][C:34]([O:37][CH3:38])=[C:33]([O:39][CH3:40])[CH:32]=4)[C@@H:28]4[C@@H:23]([CH2:24][CH2:25][CH2:26][CH2:27]4)[C:22]3=[O:41])[CH2:17][CH2:16]2)=[O:14])=[CH:7][CH:6]=1)([CH3:4])([CH3:3])[CH3:2].FC(F)(F)C(O)=O.C(=O)(O)[O-].[Na+], predict the reaction product. The product is: [NH2:42][C@H:12]([CH2:11][C:8]1[CH:7]=[CH:6][C:5]([C:1]([CH3:4])([CH3:3])[CH3:2])=[CH:10][CH:9]=1)[C:13]([N:15]1[CH2:16][CH2:17][CH:18]([N:21]2[N:30]=[C:29]([C:31]3[CH:36]=[CH:35][C:34]([O:37][CH3:38])=[C:33]([O:39][CH3:40])[CH:32]=3)[C@@H:28]3[C@@H:23]([CH2:24][CH2:25][CH2:26][CH2:27]3)[C:22]2=[O:41])[CH2:19][CH2:20]1)=[O:14].